From a dataset of Full USPTO retrosynthesis dataset with 1.9M reactions from patents (1976-2016). Predict the reactants needed to synthesize the given product. (1) Given the product [O:8]1[C:7]2[CH:6]=[CH:5][CH:4]=[C:3]([CH2:18][OH:19])[C:11]=2[O:10][CH2:9]1, predict the reactants needed to synthesize it. The reactants are: CN[C:3]1[C:11]2[O:10][CH2:9][O:8][C:7]=2[CH:6]=[CH:5][CH:4]=1.ClCC1C2OC[O:19][C:18]=2C=CC=1. (2) Given the product [CH2:10]([O:9][C:3]1[C:2]([Br:1])=[CH:7][CH:6]=[CH:5][C:4]=1[Br:8])[C:11]1[CH:16]=[CH:15][CH:14]=[CH:13][CH:12]=1, predict the reactants needed to synthesize it. The reactants are: [Br:1][C:2]1[CH:7]=[CH:6][CH:5]=[C:4]([Br:8])[C:3]=1[OH:9].[CH2:10](Br)[C:11]1[CH:16]=[CH:15][CH:14]=[CH:13][CH:12]=1.C(=O)([O-])[O-].[K+].[K+].